This data is from Experimentally validated miRNA-target interactions with 360,000+ pairs, plus equal number of negative samples. The task is: Binary Classification. Given a miRNA mature sequence and a target amino acid sequence, predict their likelihood of interaction. (1) The miRNA is mmu-miR-467h with sequence AUAAGUGUGUGCAUGUAUAUGU. The protein sequence of the target gene is MAPEDHEGATSLLQSFERRFLAARALPSFPWQSLEEKLKDPSGSELLLAILQRTVKHPVCVQHGPSVKYARCFLSKLIKKHEAVPTEPLDALYEALAEVLMTQESTQCHRSYLLPSGNSVTLSESTAIVSHGTTGLVTWDAALYLAEWAIENPAAFTDRTILELGSGAGLTGLAICKACCPRAYIFSDCHAQVLEQLRGNVLLNGFSLEPHTPIDAGSSKVTVAQLDWDEVTASQLSAFQADVVIAADVLYCWEMTLSLVRVLKMLEDCQRKSAPDVYVAYTIRSQDTGKLFIEELDRAG.... Result: 0 (no interaction). (2) Result: 0 (no interaction). The miRNA is mmu-miR-92a-2-5p with sequence AGGUGGGGAUUGGUGGCAUUAC. The protein sequence of the target gene is MPQLSQDNQECLQKHFSRPSIWTQFLPLFRAQRYNTDIHQITENEGDLRAVPDIKSFPPAQLPDSPAAPKLFGLLSSPLSSLARFFSHLLRRPPPEAPRRRLDFSPLLPALPAARLSRGHEELPGRLSLLLGAALALPGRPSGGRPLRPPHPVAKPREEDATAGQSSPMPQMGSERMEMRKRQMPAAQDTPGAAPGQPGAGSRGSNACCFCWCCCCSCSCLTVRNQEDQRPTIASHELRADLPTWEESPAPTLEEVNAWAQSFDKLMVTPAGRNAFREFLRTEFSEENMLFWMACEELKK.... (3) The miRNA is hsa-miR-548aa with sequence AAAAACCACAAUUACUUUUGCACCA. The protein sequence of the target gene is MVLLWEPAGAWLALGLALALGPSVAAAAPRQDCTGVECPPLENCIEEALEPGACCATCVQQGCACEGYQYYDCLQGGFVRGRVPAGQSYFVDFGSTECSCPPGGGKISCQFMLCPELPPNCIEAVVVADSCPQCGQVGCVHAGHKYAAGHTVHLPPCRACHCPDAGGELICYQLPGCHGNFSDAEEGDPERHYEDPYSYDQEVAEVEAATALGGEVQAGAVQAGAGGPPAALGGGSQPLSTIQAPPWPAVLPRPTAAAALGPPAPVQAKARRVTEDSEEEEEEEEEREEMAVTEQLAAGG.... Result: 1 (interaction). (4) The miRNA is hsa-miR-4773 with sequence CAGAACAGGAGCAUAGAAAGGC. The protein sequence of the target gene is MELRCGGLLFSSRFDSGNLAHVEKVESLSSDGEGVGGGASALTSGIASSPDYEFNVWTRPDCAETEFENGNRSWFYFSVRGGMPGKLIKINIMNMNKQSKLYSQGMAPFVRTLPTRPRWERIRDRPTFEMTETQFVLSFVHRFVEGRGATTFFAFCYPFSYSDCQELLNQLDQRFPENHPTHSSPLDTIYYHRELLCYSLDGLRVDLLTITSCHGLREDREPRLEQLFPDTSTPRPFRFAGKRIFFLSSRVHPGETPSSFVFNGFLDFILRPDDPRAQTLRRLFVFKLIPMLNPDGVVRG.... Result: 0 (no interaction). (5) The miRNA is mmu-miR-344c-3p with sequence UGAUCUAGUCAAAGCCUGACAGU. The protein sequence of the target gene is MDLIGFGYAALVTFGSIFGYKRRGGVPSLIAGLFVGCLAGYGAYRVSNDKRDVKVSLFTAFFLATIMGVRFKRSKKIMPAGLVAGLSLMMILRLVLLLL. Result: 0 (no interaction). (6) The miRNA is hsa-miR-7160-5p with sequence UGCUGAGGUCCGGGCUGUGCC. The protein sequence of the target gene is MKTLPAMLGTGKLFWVFFLIPYLDIWNIHGKESCDVQLYIKRQSEHSILAGDPFELECPVKYCANRPHVTWCKLNGTTCVKLEDRQTSWKEEKNISFFILHFEPVLPNDNGSYRCSANFQSNLIESHSTTLYVTDVKSASERPSKDEMASRPWLLYRLLPLGGLPLLITTCFCLFCCLRRHQGKQNELSDTAGREINLVDAHLKSEQTEASTRQNSQVLLSETGIYDNDPDLCFRMQEGSEVYSNPCLEENKPGIVYASLNHSVIGPNSRLARNVKEAPTEYASICVRS. Result: 1 (interaction). (7) The miRNA is hsa-miR-655-5p with sequence AGAGGUUAUCCGUGUUAUGUUC. The protein sequence of the target gene is MACAPGALGHRALWAVAWGLLLLVPVLAGAQRGRKKVVHVLEGESGSVVVQTAPGQVVSHRGGTIVLPCRYHYEAAAHGHDGVRLKWTKVVDPLAFADVFVALGPQHRAFGPYRGRAELQNDGPGDASLVLRNVTLQDYGRYECEVTNELEDDVGMVKLDLEGVVFPYHPRGGRYKMTFVEAQRACAEQDGILASAEQLHAAWRDGLDWCNAGWLRDGSVQYPVSHAREPCGGTGSTGAGGGTNGGVRNYGYRHNAEERYDAFCFTSNLPGRVFFLKPLRPVALAGAVRACAARGATVAK.... Result: 0 (no interaction). (8) Result: 0 (no interaction). The miRNA is mmu-miR-690 with sequence AAAGGCUAGGCUCACAACCAAA. The protein sequence of the target gene is MSARKGYLLPSPNYPTTMSCSESPAANSFLVDSLISSGRGEAGVGGGSAGGGGGGYYAHGGVYLPPASDLPYGLQSCGLFPALGSKRNEAPSPGGGGGGGSGGLGPGTHGYAPAPLDLWLDAPRSCRMEPPDGPPPPQPQPQQQQQQPPPPPPQPPQPQPQATSCSFAQNIKEESSYCLYDAADKCPKGSAAADLAPFPRGPPPDGCALGASSGVPVPGYFRLSQAYGTAKGFGSGGGGTQQLASPFPAQPPGRGFDPPPALASGSTEAAGKERVLDSTPPPTLVCTGGGGSQGDEEAHA.... (9) The miRNA is hsa-miR-4776-3p with sequence CUUGCCAUCCUGGUCCACUGCAU. The protein sequence of the target gene is MSAGGDFGNPLRKFKLVFLGEQSVAKTSLITRFRYDSFDNTYQAIIGIDFLSKTMYLEDGTIGLRLWDTAGQERLRSLIPRYIRDSAAAVVVYDITNVNSFQQTTKWIDDVRTERGSDVIITLVGNRTDLADKRQVSVEEGERKAKGLNVTFIETRAKAGYNVKQLFRRVAAALPGMESTQDGSREDMSDIKLEKPQEQTVSEGGCSCYSPMSSSTLPQKPPYSFIDCSVNIGLNLFPSLITFCNSSLLPVSWR. Result: 1 (interaction). (10) The miRNA is hsa-miR-183-5p with sequence UAUGGCACUGGUAGAAUUCACU. The protein sequence of the target gene is MTSRRWFHPNITGVEAENLLLTRGVDGSFLARPSKSNPGDFTLSVRRNGAVTHIKIQNTGDYYDLYGGEKFATLAELVQYYMEHHGQLKEKNGDVIELKYPLNCADPTSERWFHGHLSGKEAEKLLTEKGKHGSFLVRESQSHPGDFVLSVRTGDDKGESNDGKSKVTHVMIRCQELKYDVGGGERFDSLTDLVEHYKKNPMVETLGTVLQLKQPLNTTRINAAEIESRVRELSKLAETTDKVKQGFWEEFETLQQQECKLLYSRKEGQRQENKNKNRYKNILPFDHTRVVLHDGDPNEP.... Result: 1 (interaction).